This data is from Full USPTO retrosynthesis dataset with 1.9M reactions from patents (1976-2016). The task is: Predict the reactants needed to synthesize the given product. (1) Given the product [F:1][C:2]1[CH:3]=[CH:4][C:5]([CH2:6][NH:7][C:8]([C:10]2[N:11]=[C:12]3[C:18]4([N:21]([CH3:22])[C:31](=[O:33])[C:30](=[O:29])[N:34]5[CH2:38][CH2:37][CH2:36][CH2:35]5)[CH2:19][CH2:20][CH:15]([CH2:16][CH2:17]4)[CH2:14][N:13]3[C:23](=[O:26])[C:24]=2[OH:25])=[O:9])=[CH:27][CH:28]=1, predict the reactants needed to synthesize it. The reactants are: [F:1][C:2]1[CH:28]=[CH:27][C:5]([CH2:6][NH:7][C:8]([C:10]2[N:11]=[C:12]3[C:18]4([NH:21][CH3:22])[CH2:19][CH2:20][CH:15]([CH2:16][CH2:17]4)[CH2:14][N:13]3[C:23](=[O:26])[C:24]=2[OH:25])=[O:9])=[CH:4][CH:3]=1.[O:29]=[C:30]([N:34]1[CH2:38][CH2:37][CH2:36][CH2:35]1)[C:31]([OH:33])=O.C(N(C(C)C)CC)(C)C.F[P-](F)(F)(F)(F)F.N1(OC(N(C)C)=[N+](C)C)C2N=CC=CC=2N=N1. (2) Given the product [CH2:18]([O:10][C:9](=[O:11])[C:8](=[CH:7][C:6]1[CH:14]=[CH:15][CH:16]=[C:4]([N+:1]([O-:3])=[O:2])[CH:5]=1)[CH2:12][CH3:13])[CH3:19], predict the reactants needed to synthesize it. The reactants are: [N+:1]([C:4]1[CH:5]=[C:6]([CH:14]=[CH:15][CH:16]=1)[CH:7]=[C:8]([CH2:12][CH3:13])[C:9]([OH:11])=[O:10])([O-:3])=[O:2].Cl.[CH3:18][CH2:19]O. (3) Given the product [C:21]([C:25]1[CH:26]=[C:27]([NH:38][C:39]([NH:41][C:42]2[C:51]3[C:46](=[CH:47][CH:48]=[CH:49][CH:50]=3)[C:45]([O:52][C:53]3[CH:58]=[CH:57][N:56]=[C:55]([NH:1][C:2]4[CH:3]=[CH:4][C:5]([O:10][CH2:11][CH2:12][O:13][CH2:14][CH2:15][O:16][CH2:17][CH2:18][O:19][CH3:20])=[C:6]([C:7]#[N:8])[CH:9]=4)[CH:54]=3)=[CH:44][CH:43]=2)=[O:40])[C:28]([O:36][CH3:37])=[C:29]([NH:31][S:32]([CH3:35])(=[O:33])=[O:34])[CH:30]=1)([CH3:24])([CH3:22])[CH3:23], predict the reactants needed to synthesize it. The reactants are: [NH2:1][C:2]1[CH:3]=[CH:4][C:5]([O:10][CH2:11][CH2:12][O:13][CH2:14][CH2:15][O:16][CH2:17][CH2:18][O:19][CH3:20])=[C:6]([CH:9]=1)[C:7]#[N:8].[C:21]([C:25]1[CH:26]=[C:27]([NH:38][C:39]([NH:41][C:42]2[C:51]3[C:46](=[CH:47][CH:48]=[CH:49][CH:50]=3)[C:45]([O:52][C:53]3[CH:58]=[CH:57][N:56]=[C:55](Cl)[CH:54]=3)=[CH:44][CH:43]=2)=[O:40])[C:28]([O:36][CH3:37])=[C:29]([NH:31][S:32]([CH3:35])(=[O:34])=[O:33])[CH:30]=1)([CH3:24])([CH3:23])[CH3:22].C([O-])([O-])=O.[K+].[K+].CC(C1C=C(C(C)C)C(C2C(P(C3CCCCC3)C3CCCCC3)=C(OC)C=CC=2OC)=C(C(C)C)C=1)C.